Dataset: Forward reaction prediction with 1.9M reactions from USPTO patents (1976-2016). Task: Predict the product of the given reaction. (1) Given the reactants [CH2:1]([O:8][C:9]([N:11]1[CH2:15][C@H:14]([C:16](=[O:39])[NH:17][C:18]2[CH:23]=[C:22]([C:24]3[CH:29]=[CH:28][CH:27]=[C:26]([NH:30][CH2:31][CH:32]4[CH2:37][CH2:36][O:35][CH2:34][CH2:33]4)[N:25]=3)[C:21]([Cl:38])=[CH:20][N:19]=2)[C@H:13]([O:40][Si](C(C)(C)C)(C2C=CC=CC=2)C2C=CC=CC=2)[CH2:12]1)=[O:10])[C:2]1[CH:7]=[CH:6][CH:5]=[CH:4][CH:3]=1.[F-].C([N+](CCCC)(CCCC)CCCC)CCC, predict the reaction product. The product is: [CH2:1]([O:8][C:9]([N:11]1[CH2:12][C@@H:13]([OH:40])[C@@H:14]([C:16](=[O:39])[NH:17][C:18]2[CH:23]=[C:22]([C:24]3[CH:29]=[CH:28][CH:27]=[C:26]([NH:30][CH2:31][CH:32]4[CH2:37][CH2:36][O:35][CH2:34][CH2:33]4)[N:25]=3)[C:21]([Cl:38])=[CH:20][N:19]=2)[CH2:15]1)=[O:10])[C:2]1[CH:3]=[CH:4][CH:5]=[CH:6][CH:7]=1. (2) Given the reactants C1N(CCS(O)(=O)=O)CCOC1.[Na].[OH:14][C@@H:15]1[O:23][C@H:22]([CH2:24][OH:25])[C@@H:20]([OH:21])[C@H:18]([OH:19])[C@H:16]1[OH:17], predict the reaction product. The product is: [O:14]=[CH:15][C@@H:16]([C@H:18]([C@@H:20]([C@@H:22]([CH2:24][OH:25])[OH:23])[OH:21])[OH:19])[OH:17]. (3) Given the reactants [CH2:1]([O:8][C:9](=[O:17])[N:10]([CH2:14][CH:15]=O)[CH2:11][CH:12]=O)[C:2]1[CH:7]=[CH:6][CH:5]=[CH:4][CH:3]=1.[CH3:18][C:19]1([NH2:22])[CH2:21][CH2:20]1.C(O[BH-](OC(=O)C)OC(=O)C)(=O)C.[Na+].C(=O)([O-])O.[Na+], predict the reaction product. The product is: [CH2:1]([O:8][C:9]([N:10]1[CH2:14][CH2:15][N:22]([C:19]2([CH3:18])[CH2:21][CH2:20]2)[CH2:12][CH2:11]1)=[O:17])[C:2]1[CH:7]=[CH:6][CH:5]=[CH:4][CH:3]=1.